The task is: Regression. Given a peptide amino acid sequence and an MHC pseudo amino acid sequence, predict their binding affinity value. This is MHC class I binding data.. This data is from Peptide-MHC class I binding affinity with 185,985 pairs from IEDB/IMGT. (1) The peptide sequence is VFFKQWFEK. The MHC is HLA-A02:06 with pseudo-sequence HLA-A02:06. The binding affinity (normalized) is 0.0847. (2) The peptide sequence is FANNNYPLI. The MHC is H-2-Kb with pseudo-sequence H-2-Kb. The binding affinity (normalized) is 0.513.